From a dataset of Forward reaction prediction with 1.9M reactions from USPTO patents (1976-2016). Predict the product of the given reaction. (1) Given the reactants [CH:1]([C:3]1[N:11]2[C:6]([CH:7]=[CH:8][CH:9]=[C:10]2[CH3:12])=[C:5]([C:13]#[N:14])[CH:4]=1)=O.[CH3:15][NH:16][CH3:17].[BH-](OC(C)=O)(OC(C)=O)OC(C)=O.[Na+], predict the reaction product. The product is: [CH3:15][N:16]([CH2:1][C:3]1[N:11]2[C:6]([CH:7]=[CH:8][CH:9]=[C:10]2[CH3:12])=[C:5]([C:13]#[N:14])[CH:4]=1)[CH3:17]. (2) Given the reactants [OH:1][CH2:2][CH2:3][C:4]([F:13])([F:12])[C:5]([F:11])([F:10])[S:6]([O-:9])(=[O:8])=[O:7].[Na+].BrC(F)(F)C(F)(F)CCO, predict the reaction product. The product is: [OH:1][CH2:2][CH2:3][C:4]([F:13])([F:12])[C:5]([F:10])([F:11])[S:6]([OH:9])(=[O:7])=[O:8]. (3) Given the reactants Br[C:2]1[S:3][C:4]([CH2:8][O:9][Si:10]([C:13]([CH3:16])([CH3:15])[CH3:14])([CH3:12])[CH3:11])=[C:5]([Br:7])[N:6]=1.C([Li])CCC.O, predict the reaction product. The product is: [Br:7][C:5]1[N:6]=[CH:2][S:3][C:4]=1[CH2:8][O:9][Si:10]([C:13]([CH3:16])([CH3:15])[CH3:14])([CH3:11])[CH3:12]. (4) Given the reactants [CH3:1][O:2][C:3]1[CH:4]=[C:5]2[C:10](=[CH:11][C:12]=1[OH:13])[N:9]=[CH:8][CH:7]=[C:6]2[O:14][C:15]1[CH:20]=[CH:19][C:18]([N+:21]([O-:23])=[O:22])=[CH:17][CH:16]=1.[N+](C1C=CC([O:33][S:34]([C:37]([F:40])([F:39])[F:38])(=O)=[O:35])=CC=1)([O-])=O.C(=O)([O-])[O-].[K+].[K+].O, predict the reaction product. The product is: [CH3:1][O:2][C:3]1[CH:4]=[C:5]2[C:10](=[CH:11][C:12]=1[O:13][S:34]([C:37]([F:40])([F:39])[F:38])(=[O:35])=[O:33])[N:9]=[CH:8][CH:7]=[C:6]2[O:14][C:15]1[CH:16]=[CH:17][C:18]([N+:21]([O-:23])=[O:22])=[CH:19][CH:20]=1.